This data is from Catalyst prediction with 721,799 reactions and 888 catalyst types from USPTO. The task is: Predict which catalyst facilitates the given reaction. (1) Reactant: [CH3:1][C:2]1[C:15]2[NH:14][S:13](=[O:17])(=[O:16])[C:12]3[C:7](=[CH:8][CH:9]=[CH:10][CH:11]=3)[C:6]=2[C:5]([CH3:18])=[CH:4][CH:3]=1.[C:19]1([CH3:29])[CH:24]=[CH:23][C:22]([S:25](Cl)(=[O:27])=[O:26])=[CH:21][CH:20]=1.Cl. Product: [CH3:1][C:2]1[C:15]2[N:14]([S:25]([C:22]3[CH:23]=[CH:24][C:19]([CH3:29])=[CH:20][CH:21]=3)(=[O:27])=[O:26])[S:13](=[O:17])(=[O:16])[C:12]3[C:7](=[CH:8][CH:9]=[CH:10][CH:11]=3)[C:6]=2[C:5]([CH3:18])=[CH:4][CH:3]=1. The catalyst class is: 17. (2) Reactant: [Al+3].[Cl-].[Cl-].[Cl-].[C:5]([N:8]([CH:15]([C:21]1[CH:26]=[C:25]([CH3:27])[CH:24]=[CH:23][C:22]=1[F:28])[C:16]([O:18][CH2:19][CH3:20])=[O:17])[CH2:9][CH:10](OC)OC)(=[O:7])[CH3:6]. Product: [C:5]([N:8]1[CH:9]=[CH:10][C:26]2[C:21](=[C:22]([F:28])[CH:23]=[CH:24][C:25]=2[CH3:27])[CH:15]1[C:16]([O:18][CH2:19][CH3:20])=[O:17])(=[O:7])[CH3:6]. The catalyst class is: 68. (3) Reactant: [C:1]([O:5][C:6]([N:8]1[CH2:13][CH2:12][CH:11]([NH:14][C:15]2[CH:20]=[CH:19][C:18]([O:21]CC3C=CC=CC=3)=[CH:17][N:16]=2)[CH2:10][CH2:9]1)=[O:7])([CH3:4])([CH3:3])[CH3:2]. Product: [C:1]([O:5][C:6]([N:8]1[CH2:9][CH2:10][CH:11]([NH:14][C:15]2[CH:20]=[CH:19][C:18]([OH:21])=[CH:17][N:16]=2)[CH2:12][CH2:13]1)=[O:7])([CH3:4])([CH3:2])[CH3:3]. The catalyst class is: 19. (4) Reactant: [CH3:1][CH2:2][C@H:3]([C@H:11]([CH2:13][N:14]([CH3:16])[CH3:15])[CH3:12])[C:4]1[CH:5]=[CH:6][CH:7]=[C:8]([OH:10])[CH:9]=1.CC(=O)CC.C[Si](C)(C)[Cl:24]. Product: [CH3:1][CH2:2][C@H:3]([C@H:11]([CH2:13][N:14]([CH3:16])[CH3:15])[CH3:12])[C:4]1[CH:5]=[CH:6][CH:7]=[C:8]([OH:10])[CH:9]=1.[ClH:24]. The catalyst class is: 6. (5) Reactant: [CH3:1][O:2][C:3]([C:5]1[N:15]([CH2:16][C:17]2[CH:22]=[CH:21][C:20]([F:23])=[CH:19][CH:18]=2)[C:8]2=[N:9][CH:10]=[C:11](SC)[N:12]=[C:7]2[CH:6]=1)=[O:4].O[O:25][S:26]([O-:28])=O.[K+].O1CCC[CH2:31]1. Product: [CH3:1][O:2][C:3]([C:5]1[N:15]([CH2:16][C:17]2[CH:18]=[CH:19][C:20]([F:23])=[CH:21][CH:22]=2)[C:8]2=[N:9][CH:10]=[C:11]([S:26]([CH3:31])(=[O:28])=[O:25])[N:12]=[C:7]2[CH:6]=1)=[O:4]. The catalyst class is: 24. (6) Reactant: [C:1]1(=[C:8]([C:24]2[CH:29]=[CH:28][CH:27]=[C:26]([OH:30])[CH:25]=2)[C:9]2[CH:14]=[CH:13][C:12](/[CH:15]=[CH:16]/[C:17]([O:19]C(C)(C)C)=[O:18])=[CH:11][CH:10]=2)[CH2:7][CH2:6][CH2:5][CH2:4][CH2:3][CH2:2]1.C(O)(C(F)(F)F)=O. Product: [C:1]1(=[C:8]([C:24]2[CH:29]=[CH:28][CH:27]=[C:26]([OH:30])[CH:25]=2)[C:9]2[CH:14]=[CH:13][C:12](/[CH:15]=[CH:16]/[C:17]([OH:19])=[O:18])=[CH:11][CH:10]=2)[CH2:7][CH2:6][CH2:5][CH2:4][CH2:3][CH2:2]1. The catalyst class is: 2. (7) Reactant: Cl.[Cl:2][C:3]1[CH:8]=[CH:7][CH:6]=[CH:5][C:4]=1[C:9]1[NH:10][C:11]2[C:16]([N:17]=1)=[C:15]([N:18]1[CH2:23][CH2:22][N:21]([CH2:24][CH3:25])[CH2:20][CH2:19]1)[N:14]=[C:13]([CH3:26])[N:12]=2. Product: [ClH:2].[Cl:2][C:3]1[CH:8]=[CH:7][CH:6]=[CH:5][C:4]=1[C:9]1[NH:10][C:11]2[C:16]([N:17]=1)=[C:15]([N:18]1[CH2:23][CH2:22][N:21]([CH2:24][CH3:25])[CH2:20][CH2:19]1)[N:14]=[C:13]([CH3:26])[N:12]=2. The catalyst class is: 28. (8) Reactant: [Br:1][C:2]1[CH:3]=[N:4][CH:5]=[C:6]([CH:9]=1)[CH:7]=[O:8].[F:10][C:11]([Si](C)(C)C)([F:13])[F:12].[F-].C([N+](CCCC)(CCCC)CCCC)CCC. Product: [Br:1][C:2]1[CH:9]=[C:6]([CH:7]([OH:8])[C:11]([F:13])([F:12])[F:10])[CH:5]=[N:4][CH:3]=1. The catalyst class is: 7.